Dataset: Full USPTO retrosynthesis dataset with 1.9M reactions from patents (1976-2016). Task: Predict the reactants needed to synthesize the given product. (1) Given the product [CH:34]1([C:32]([NH:31][C:27]2[CH:26]=[C:25]([CH:22]3[CH2:21][CH2:20][N:19]([CH2:18][CH2:17][CH2:16][NH:15][C:12]([C:9]4([C:3]5[CH:4]=[CH:5][C:6]([Cl:8])=[CH:7][C:2]=5[Cl:1])[CH2:10][CH2:11]4)=[O:14])[CH2:24][CH2:23]3)[CH:30]=[CH:29][CH:28]=2)=[O:33])[CH2:35][CH2:36]1, predict the reactants needed to synthesize it. The reactants are: [Cl:1][C:2]1[CH:7]=[C:6]([Cl:8])[CH:5]=[CH:4][C:3]=1[C:9]1([C:12]([OH:14])=O)[CH2:11][CH2:10]1.[NH2:15][CH2:16][CH2:17][CH2:18][N:19]1[CH2:24][CH2:23][CH:22]([C:25]2[CH:26]=[C:27]([NH:31][C:32]([CH:34]3[CH2:36][CH2:35]3)=[O:33])[CH:28]=[CH:29][CH:30]=2)[CH2:21][CH2:20]1. (2) The reactants are: [Cl:1][C:2]1[N:7]=[N:6][C:5]([C:8](OC)=[O:9])=[C:4]([NH:12][C:13]2[CH:18]=[CH:17][CH:16]=[C:15]([CH:19]3[CH2:22][CH2:21][CH2:20]3)[N:14]=2)[CH:3]=1.CO.[NH3:25]. Given the product [Cl:1][C:2]1[N:7]=[N:6][C:5]([C:8]([NH2:25])=[O:9])=[C:4]([NH:12][C:13]2[CH:18]=[CH:17][CH:16]=[C:15]([CH:19]3[CH2:22][CH2:21][CH2:20]3)[N:14]=2)[CH:3]=1, predict the reactants needed to synthesize it.